Dataset: Catalyst prediction with 721,799 reactions and 888 catalyst types from USPTO. Task: Predict which catalyst facilitates the given reaction. (1) Reactant: [F:1][C:2]([F:16])([F:15])[C:3]1[CH:4]=[C:5]2[C:12](=[CH:13][CH:14]=1)[C:8]([CH2:9][CH2:10][NH2:11])=[CH:7][NH:6]2.CC(C)=O.CCOCC.[C:26]([OH:31])(=[O:30])[C:27]([OH:29])=[O:28]. Product: [C:26]([OH:31])(=[O:30])[C:27]([OH:29])=[O:28].[F:16][C:2]([F:1])([F:15])[C:3]1[CH:4]=[C:5]2[C:12](=[CH:13][CH:14]=1)[C:8]([CH2:9][CH2:10][NH2:11])=[CH:7][NH:6]2. The catalyst class is: 21. (2) Reactant: [Br:1][C:2]1[CH:7]=[C:6]([CH2:8]OS(C)(=O)=O)[CH:5]=[CH:4][N:3]=1.[C-:14]#[N:15].[K+].C(OCC)(=O)C.C(=O)(O)[O-].[Na+]. The catalyst class is: 40. Product: [Br:1][C:2]1[CH:7]=[C:6]([CH2:8][C:14]#[N:15])[CH:5]=[CH:4][N:3]=1. (3) Reactant: [Cl:1][C:2]1[CH:7]=[C:6]([CH2:8][OH:9])[C:5]([O:10][CH3:11])=[CH:4][C:3]=1[OH:12].Br[CH2:14][C:15]([O:17][C:18]([CH3:21])([CH3:20])[CH3:19])=[O:16].C(=O)([O-])[O-].[K+].[K+]. The catalyst class is: 10. Product: [Cl:1][C:2]1[CH:7]=[C:6]([CH2:8][OH:9])[C:5]([O:10][CH3:11])=[CH:4][C:3]=1[O:12][CH2:14][C:15]([O:17][C:18]([CH3:21])([CH3:20])[CH3:19])=[O:16].